Predict the reactants needed to synthesize the given product. From a dataset of Full USPTO retrosynthesis dataset with 1.9M reactions from patents (1976-2016). (1) The reactants are: CC(C)([O-])C.[Na+].[CH3:7][C:8]([C:10]1[CH:11]=[CH:12][C:13]([OH:16])=[CH:14][CH:15]=1)=[O:9].[C:17](OCC)(=[O:22])[CH2:18][CH2:19][CH2:20][CH3:21].CC(C)([O-])C.[Na+].C1COCC1. Given the product [OH:16][C:13]1[CH:14]=[CH:15][C:10]([C:8](=[O:9])[CH2:7][C:17](=[O:22])[CH2:18][CH2:19][CH2:20][CH3:21])=[CH:11][CH:12]=1, predict the reactants needed to synthesize it. (2) Given the product [CH:19]([NH2:18])([C:26]1[CH:27]=[CH:28][CH:29]=[CH:30][CH:31]=1)[C:20]1[CH:25]=[CH:24][CH:23]=[CH:22][CH:21]=1, predict the reactants needed to synthesize it. The reactants are: C[O-].[Na+].CO.[N+](C1C=CC=CC=1S([NH:18][CH:19]([C:26]1[CH:31]=[CH:30][CH:29]=[CH:28][CH:27]=1)[C:20]1[CH:25]=[CH:24][CH:23]=[CH:22][CH:21]=1)(=O)=O)([O-])=O. (3) The reactants are: Br[C:2]1[NH:3][C:4]2[C:9]([C:10]=1[CH:11]1[CH2:16][CH2:15][CH2:14][CH2:13][CH2:12]1)=[CH:8][CH:7]=[C:6]([C:17]([O:19][CH3:20])=[O:18])[CH:5]=2.[C:21]([O-:24])([O-])=[O:22].[Na+].[Na+].CC1(C)C(C)(C)OB([C:35]2[CH:40]=[CH:39][CH:38]=[CH:37][C:36]=2NC(=O)OC(C)(C)C)O1. Given the product [C:6]([O:24][C:21]([C:35]1[CH:40]=[CH:39][CH:38]=[CH:37][C:36]=1[C:2]1[NH:3][C:4]2[C:9]([C:10]=1[CH:11]1[CH2:16][CH2:15][CH2:14][CH2:13][CH2:12]1)=[CH:8][CH:7]=[C:6]([C:17]([O:19][CH3:20])=[O:18])[CH:5]=2)=[O:22])([CH3:17])([CH3:7])[CH3:5], predict the reactants needed to synthesize it. (4) Given the product [CH:13]([NH2:14])([CH3:18])[CH3:12].[OH:26][CH2:25][CH2:27][NH:28][C:3]([C:5]1[S:9][N:8]=[C:7]([O:10][CH2:11][C:12]2[C:13]([C:18]3[CH:23]=[CH:22][C:21]([F:24])=[CH:20][N:19]=3)=[N:14][O:15][C:16]=2[CH3:17])[CH:6]=1)=[O:4], predict the reactants needed to synthesize it. The reactants are: CO[C:3]([C:5]1[S:9][N:8]=[C:7]([O:10][CH2:11][C:12]2[C:13]([C:18]3[CH:23]=[CH:22][C:21]([F:24])=[CH:20][N:19]=3)=[N:14][O:15][C:16]=2[CH3:17])[CH:6]=1)=[O:4].[CH2:25]([CH2:27][NH2:28])[OH:26]. (5) Given the product [Br:1][C:2]1[CH:3]=[N:4][C:5]2[N:6]([N:8]=[C:9]([C:11]([N:16]3[CH2:17][CH2:18][C:19]4[C:24](=[C:23]([NH:25][C:26](=[O:28])[CH3:27])[CH:22]=[CH:21][CH:20]=4)[N:15]3[CH3:14])=[O:13])[CH:10]=2)[CH:7]=1, predict the reactants needed to synthesize it. The reactants are: [Br:1][C:2]1[CH:3]=[N:4][C:5]2[N:6]([N:8]=[C:9]([C:11]([OH:13])=O)[CH:10]=2)[CH:7]=1.[CH3:14][N:15]1[C:24]2[C:19](=[CH:20][CH:21]=[CH:22][C:23]=2[NH:25][C:26](=[O:28])[CH3:27])[CH2:18][CH2:17][NH:16]1. (6) Given the product [Cl:1][C:2]1[N:3]=[CH:4][C:5]2=[C:6]([NH:8][C:9](=[O:11])/[C:10]/2=[CH:16]\[C:15]2[CH:18]=[CH:19][CH:20]=[C:13]([Cl:12])[C:14]=2[F:21])[N:7]=1, predict the reactants needed to synthesize it. The reactants are: [Cl:1][C:2]1[N:3]=[CH:4][C:5]2[CH2:10][C:9](=[O:11])[NH:8][C:6]=2[N:7]=1.[Cl:12][C:13]1[C:14]([F:21])=[C:15]([CH:18]=[CH:19][CH:20]=1)[CH:16]=O.C([O-])(O)=O.[Na+]. (7) The reactants are: [F:1][C:2]([F:17])([F:16])[C:3]1[CH:4]=C([CH:8]=[CH:9][C:10]=1[O:11][C@H:12]([CH2:14][CH3:15])[CH3:13])C#N.[OH-:18].[Na+].[CH2:20]([OH:22])[CH3:21]. Given the product [F:1][C:2]([F:17])([F:16])[C:3]1[CH:4]=[C:21]([CH:8]=[CH:9][C:10]=1[O:11][C@H:12]([CH2:14][CH3:15])[CH3:13])[C:20]([OH:18])=[O:22], predict the reactants needed to synthesize it. (8) The reactants are: C(=O)([O-])[O-].[K+].[K+].[CH2:7](I)[CH3:8].[NH2:10][C:11]1[CH:19]=[C:18]([Cl:20])[C:17]([C:21]([F:24])([F:23])[F:22])=[CH:16][C:12]=1[C:13]([OH:15])=[O:14].O. Given the product [CH2:7]([O:14][C:13](=[O:15])[C:12]1[CH:16]=[C:17]([C:21]([F:24])([F:22])[F:23])[C:18]([Cl:20])=[CH:19][C:11]=1[NH2:10])[CH3:8], predict the reactants needed to synthesize it. (9) Given the product [C:26]([NH:30][S:31]([C:34]1[S:35][C:36]([C:2]2[CH:7]=[CH:6][CH:5]=[C:4]([C:8]3[N:9]=[C:10]([C:22]([F:24])([F:23])[F:25])[CH:11]=[C:12]([C:14]4[CH:19]=[CH:18][C:17]([Cl:20])=[C:16]([Cl:21])[CH:15]=4)[N:13]=3)[CH:3]=2)=[CH:37][CH:38]=1)(=[O:32])=[O:33])([CH3:29])([CH3:27])[CH3:28], predict the reactants needed to synthesize it. The reactants are: Br[C:2]1[CH:3]=[C:4]([C:8]2[N:13]=[C:12]([C:14]3[CH:19]=[CH:18][C:17]([Cl:20])=[C:16]([Cl:21])[CH:15]=3)[CH:11]=[C:10]([C:22]([F:25])([F:24])[F:23])[N:9]=2)[CH:5]=[CH:6][CH:7]=1.[C:26]([NH:30][S:31]([C:34]1[S:35][C:36](B2OC(C)(C)C(C)(C)O2)=[CH:37][CH:38]=1)(=[O:33])=[O:32])([CH3:29])([CH3:28])[CH3:27]. (10) Given the product [NH2:1][C:2]1[C:11]([CH3:12])=[CH:10][C:9]([C:14]#[N:15])=[CH:8][C:3]=1[C:4]([NH:6][CH3:7])=[O:5], predict the reactants needed to synthesize it. The reactants are: [NH2:1][C:2]1[C:11]([CH3:12])=[CH:10][C:9](Br)=[CH:8][C:3]=1[C:4]([NH:6][CH3:7])=[O:5].[C-:14]#[N:15].[Na+].O=O.C1(OC)C=CC=CC=1.